Dataset: Full USPTO retrosynthesis dataset with 1.9M reactions from patents (1976-2016). Task: Predict the reactants needed to synthesize the given product. (1) Given the product [CH3:17][C:18]1[CH:22]=[C:21]([CH3:23])[NH:20][C:19]=1[CH:24]=[C:9]1[C:8]2[C:12](=[CH:13][CH:14]=[CH:15][C:7]=2[C:4]2[CH:5]=[CH:6][N:1]=[CH:2][CH:3]=2)[NH:11][C:10]1=[O:16], predict the reactants needed to synthesize it. The reactants are: [N:1]1[CH:6]=[CH:5][C:4]([C:7]2[CH:15]=[CH:14][CH:13]=[C:12]3[C:8]=2[CH2:9][C:10](=[O:16])[NH:11]3)=[CH:3][CH:2]=1.[CH3:17][C:18]1[CH:22]=[C:21]([CH3:23])[NH:20][C:19]=1[CH:24]=O. (2) Given the product [F:32][C:31]([F:33])([F:34])[C:30]([NH:29][CH2:28][C:27]1[CH:36]=[CH:37][C:24]([O:23][CH3:22])=[CH:25][CH:26]=1)=[O:35], predict the reactants needed to synthesize it. The reactants are: CC(C)(C)C(=O)COC1C=CC(CN)=CC=1.[OH-].[Na+].CC(C)(C)C(=O)[CH2:22][O:23][C:24]1[CH:37]=[CH:36][C:27]([CH2:28][NH:29][C:30](=[O:35])[C:31]([F:34])([F:33])[F:32])=[CH:26][CH:25]=1. (3) Given the product [Cl:19][C:20]1[CH:21]=[C:22]([NH:27][C:28]([NH:18][C:12]2[CH:13]=[CH:14][C:15]([O:16][CH3:17])=[C:10]([C:3]3[N:4]([CH:7]([CH3:9])[CH3:8])[N:5]=[CH:6][C:2]=3[Cl:1])[CH:11]=2)=[O:29])[CH:23]=[CH:24][C:25]=1[F:26], predict the reactants needed to synthesize it. The reactants are: [Cl:1][C:2]1[CH:6]=[N:5][N:4]([CH:7]([CH3:9])[CH3:8])[C:3]=1[C:10]1[CH:11]=[C:12]([NH2:18])[CH:13]=[CH:14][C:15]=1[O:16][CH3:17].[Cl:19][C:20]1[CH:21]=[C:22]([N:27]=[C:28]=[O:29])[CH:23]=[CH:24][C:25]=1[F:26]. (4) Given the product [CH3:20][N:17]1[C:5]2[C:6]([O:8][C@@H:9]([C@H:11]3[CH2:15][NH:14][C:13](=[O:16])[CH2:12]3)[CH3:10])=[N:7][C:2]([C:29]3[CH:30]=[CH:31][C:23]4[N:22]([CH3:21])[CH2:27][CH2:26][O:25][C:24]=4[CH:28]=3)=[CH:3][C:4]=2[N:19]=[CH:18]1, predict the reactants needed to synthesize it. The reactants are: Cl[C:2]1[N:7]=[C:6]([O:8][C@@H:9]([C@H:11]2[CH2:15][NH:14][C:13](=[O:16])[CH2:12]2)[CH3:10])[C:5]2[N:17]([CH3:20])[CH:18]=[N:19][C:4]=2[CH:3]=1.[CH3:21][N:22]1[CH2:27][CH2:26][O:25][C:24]2[CH:28]=[C:29](B3OC(C)(C)C(C)(C)O3)[CH:30]=[CH:31][C:23]1=2. (5) Given the product [CH2:1]([C:3]1[C:8](=[O:9])[NH:7][C:6]([CH3:10])=[C:5]([C:11]2[CH:16]=[C:15]([C:17]([N:20]3[CH2:24][CH2:23][CH2:22][CH2:21]3)=[O:19])[CH:14]=[CH:13][N:12]=2)[CH:4]=1)[CH3:2], predict the reactants needed to synthesize it. The reactants are: [CH2:1]([C:3]1[C:8](=[O:9])[NH:7][C:6]([CH3:10])=[C:5]([C:11]2[CH:16]=[C:15]([C:17]([OH:19])=O)[CH:14]=[CH:13][N:12]=2)[CH:4]=1)[CH3:2].[NH:20]1[CH2:24][CH2:23][CH2:22][CH2:21]1. (6) Given the product [C:1]([O:5][C:6]([N:8]1[CH:12]=[C:11]([CH3:13])[C:10]([CH3:14])=[C:9]1[CH:15]([OH:16])[C:17]#[CH:18])=[O:7])([CH3:4])([CH3:2])[CH3:3], predict the reactants needed to synthesize it. The reactants are: [C:1]([O:5][C:6]([N:8]1[CH:12]=[C:11]([CH3:13])[C:10]([CH3:14])=[C:9]1[CH:15]=[O:16])=[O:7])([CH3:4])([CH3:3])[CH3:2].[C:17]([Mg]Cl)#[CH:18]. (7) Given the product [F:10][C:11]1[CH:12]=[C:13]([S:18]([NH:6][C@@H:5]([CH2:7][OH:8])[C:4]([O:3][CH3:2])=[O:9])(=[O:19])=[O:20])[CH:14]=[CH:15][C:16]=1[F:17], predict the reactants needed to synthesize it. The reactants are: Cl.[CH3:2][O:3][C:4](=[O:9])[C@H:5]([CH2:7][OH:8])[NH2:6].[F:10][C:11]1[CH:12]=[C:13]([S:18](Cl)(=[O:20])=[O:19])[CH:14]=[CH:15][C:16]=1[F:17].